This data is from Full USPTO retrosynthesis dataset with 1.9M reactions from patents (1976-2016). The task is: Predict the reactants needed to synthesize the given product. The reactants are: C1(P(C2CCCCC2)C2C=CC=CC=2C2C(OC)=CC=CC=2OC)CCCCC1.C(=O)([O-])[O-].[K+].[K+].[CH3:36][N:37]([CH2:39][C:40]1[CH:45]=[C:44]([OH:46])[CH:43]=[CH:42][C:41]=1B(O)O)[CH3:38].[F:50][C:51]1[CH:52]=[CH:53][C:54]2[N:55]([CH:57]=[C:58]([C:60]([NH:62][C@H:63]3[CH2:68][CH2:67][C@@H:66]([N:69]4[C:74](=[O:75])[C:73]5[CH:76]=[C:77]([F:80])[CH:78]=[N:79][C:72]=5[N:71]([C:81]5[CH:86]=[CH:85][CH:84]=[C:83](I)[CH:82]=5)[C:70]4=[O:88])[CH2:65][CH2:64]3)=[O:61])[N:59]=2)[CH:56]=1. Given the product [CH3:36][N:37]([CH2:39][C:40]1[CH:45]=[C:44]([OH:46])[CH:43]=[CH:42][C:41]=1[C:85]1[CH:84]=[CH:83][CH:82]=[C:81]([N:71]2[C:72]3[N:79]=[CH:78][C:77]([F:80])=[CH:76][C:73]=3[C:74](=[O:75])[N:69]([C@@H:66]3[CH2:67][CH2:68][C@H:63]([NH:62][C:60]([C:58]4[N:59]=[C:54]5[CH:53]=[CH:52][C:51]([F:50])=[CH:56][N:55]5[CH:57]=4)=[O:61])[CH2:64][CH2:65]3)[C:70]2=[O:88])[CH:86]=1)[CH3:38], predict the reactants needed to synthesize it.